This data is from Reaction yield outcomes from USPTO patents with 853,638 reactions. The task is: Predict the reaction yield, written as a fraction of the theoretical maximum amount of product (1.0 means a 100% yield; for example, 0.34 means a 34% yield). The reactants are [CH3:1][O:2][C:3]1[N:8]=[C:7]([NH2:9])[CH:6]=[CH:5][CH:4]=1.[F:10][C:11]1[C:18]([O:19][CH2:20][F:21])=[CH:17][CH:16]=[C:15]([F:22])[C:12]=1[CH:13]=O.[N+:23]([C:25]1[CH:34]=[CH:33][C:28]2[O:29][CH2:30][CH2:31][O:32][C:27]=2[CH:26]=1)#[C-:24]. The yield is 0.150. The product is [F:10][C:11]1[C:18]([O:19][CH2:20][F:21])=[CH:17][CH:16]=[C:15]([F:22])[C:12]=1[C:13]1[N:9]=[C:7]2[CH:6]=[CH:5][CH:4]=[C:3]([O:2][CH3:1])[N:8]2[C:24]=1[NH:23][C:25]1[CH:34]=[CH:33][C:28]2[O:29][CH2:30][CH2:31][O:32][C:27]=2[CH:26]=1. The catalyst is O1CCOCC1.[Cl-].[Zn+2].[Cl-].